From a dataset of Full USPTO retrosynthesis dataset with 1.9M reactions from patents (1976-2016). Predict the reactants needed to synthesize the given product. (1) Given the product [S:1](=[O:36])(=[O:37])([O:3][CH2:4][C@@H:5]1[C@@H:9]([OH:10])[CH2:8][C@H:7]([N:18]2[C:22]3[N:23]=[CH:24][N:25]=[C:26]([NH:27][C:28](=[O:35])[C:29]4[CH:34]=[CH:33][CH:32]=[CH:31][CH:30]=4)[C:21]=3[CH:20]=[CH:19]2)[O:6]1)[NH2:2], predict the reactants needed to synthesize it. The reactants are: [S:1](=[O:37])(=[O:36])([O:3][CH2:4][C@@H:5]1[C@@H:9]([O:10][Si](C(C)(C)C)(C)C)[CH2:8][C@H:7]([N:18]2[C:22]3[N:23]=[CH:24][N:25]=[C:26]([NH:27][C:28](=[O:35])[C:29]4[CH:34]=[CH:33][CH:32]=[CH:31][CH:30]=4)[C:21]=3[CH:20]=[CH:19]2)[O:6]1)[NH2:2]. (2) Given the product [Br:1][C:2]1[S:3][C:4]([C:12]([C:13]2[CH:14]=[C:15]3[C:16]([CH:19]=[C:20]([C:21]4[CH:22]=[CH:23][CH:24]=[CH:25][CH:26]=4)[NH:27]3)=[CH:17][CH:18]=2)=[O:28])=[CH:5][C:6]=1[CH2:7][C:8]([O:10][CH3:11])=[O:9], predict the reactants needed to synthesize it. The reactants are: [Br:1][C:2]1[S:3][C:4]([C:12](=[O:28])[C:13]2[CH:18]=[CH:17][C:16]([C:19]#[C:20][C:21]3[CH:26]=[CH:25][CH:24]=[CH:23][CH:22]=3)=[C:15]([NH2:27])[CH:14]=2)=[CH:5][C:6]=1[CH2:7][C:8]([O:10][CH3:11])=[O:9].[Br-].[Br-].[Br-].[In+3]. (3) Given the product [C:28]([O:31][C:32](=[O:33])[NH:34][N:13]1[CH2:14][CH2:15][CH:10]([CH2:9][CH2:8][O:7][Si:6]([C:2]([CH3:3])([CH3:5])[CH3:4])([CH3:17])[CH3:16])[CH2:11][CH2:12]1)([CH3:30])([CH3:29])[CH3:27], predict the reactants needed to synthesize it. The reactants are: Cl.[C:2]([Si:6]([CH3:17])([CH3:16])[O:7][CH2:8][CH2:9][CH:10]1[CH2:15][CH2:14][NH:13][CH2:12][CH2:11]1)([CH3:5])([CH3:4])[CH3:3].C(N(CC)C(C)C)(C)C.[CH3:27][C:28]([O:31][C:32]([N:34]1C(C2C=CC(C#N)=CC=2)O1)=[O:33])([CH3:30])[CH3:29]. (4) The reactants are: Br[CH2:2][CH2:3][CH2:4][CH2:5][CH2:6][C:7]1[C:13]2[CH:14]=[CH:15][C:16]([OH:18])=[CH:17][C:12]=2[CH2:11][CH2:10][CH2:9][C:8]=1[C:19]1[CH:24]=[CH:23][CH:22]=[C:21]([OH:25])[CH:20]=1.[CH3:26][NH:27][CH2:28][CH2:29][CH2:30][CH2:31][CH2:32][CH2:33][S:34]([CH2:36][CH2:37][CH2:38][C:39]([F:45])([F:44])[C:40]([F:43])([F:42])[F:41])=[O:35]. Given the product [OH:25][C:21]1[CH:20]=[C:19]([C:8]2[CH2:9][CH2:10][CH2:11][C:12]3[CH:17]=[C:16]([OH:18])[CH:15]=[CH:14][C:13]=3[C:7]=2[CH2:6][CH2:5][CH2:4][CH2:3][CH2:2][N:27]([CH3:26])[CH2:28][CH2:29][CH2:30][CH2:31][CH2:32][CH2:33][S:34]([CH2:36][CH2:37][CH2:38][C:39]([F:45])([F:44])[C:40]([F:41])([F:42])[F:43])=[O:35])[CH:24]=[CH:23][CH:22]=1, predict the reactants needed to synthesize it. (5) The reactants are: [NH2:1][C:2]1[N:6]([C:7]2[CH:12]=[CH:11][CH:10]=[CH:9][CH:8]=2)[N:5]=[C:4]([O:13][C@@H:14]2[C@H:18]([F:19])[CH2:17][N:16]([C:20]([O:22][C:23]([CH3:26])([CH3:25])[CH3:24])=[O:21])[CH2:15]2)[C:3]=1[CH3:27].C1(C2C=CC([CH2:37][O:38]C)=CC=2CN)CC1.[CH3:42][O:43][CH2:44][C:45]1[CH:46]=[CH:47][C:48]([O:53][C:54]([F:57])([F:56])[F:55])=[C:49]([CH2:51][NH2:52])[CH:50]=1. Given the product [F:19][C@H:18]1[C@@H:14]([O:13][C:4]2[C:3]([CH3:27])=[C:2]([NH:1][C:37]([NH:52][CH2:51][C:49]3[CH:50]=[C:45]([CH2:44][O:43][CH3:42])[CH:46]=[CH:47][C:48]=3[O:53][C:54]([F:55])([F:56])[F:57])=[O:38])[N:6]([C:7]3[CH:12]=[CH:11][CH:10]=[CH:9][CH:8]=3)[N:5]=2)[CH2:15][N:16]([C:20]([O:22][C:23]([CH3:24])([CH3:26])[CH3:25])=[O:21])[CH2:17]1, predict the reactants needed to synthesize it.